This data is from CYP1A2 inhibition data for predicting drug metabolism from PubChem BioAssay. The task is: Regression/Classification. Given a drug SMILES string, predict its absorption, distribution, metabolism, or excretion properties. Task type varies by dataset: regression for continuous measurements (e.g., permeability, clearance, half-life) or binary classification for categorical outcomes (e.g., BBB penetration, CYP inhibition). Dataset: cyp1a2_veith. (1) The drug is O=C(/C=C/c1ccc(F)cc1)NCCC1=CCCCC1. The result is 1 (inhibitor). (2) The compound is O=C(NCCCn1ccnc1)c1ccc(Br)c(S(=O)(=O)N2CCOCC2)c1. The result is 1 (inhibitor). (3) The compound is N#C/C(=N\[O-])c1nc(-c2ccccc2)cs1.[K+]. The result is 1 (inhibitor). (4) The compound is COc1ccccc1CN1CCC2(CCNCC2)CC1. The result is 0 (non-inhibitor).